From a dataset of Reaction yield outcomes from USPTO patents with 853,638 reactions. Predict the reaction yield, written as a fraction of the theoretical maximum amount of product (1.0 means a 100% yield; for example, 0.34 means a 34% yield). (1) The yield is 0.990. The product is [CH3:1][O:2][C:3]([C:5]1[CH:10]=[C:9]([C:11]2[CH:16]=[CH:15][CH:14]=[CH:13][CH:12]=2)[C:8]([OH:17])=[C:7]([C:24]2[CH:29]=[CH:28][CH:27]=[CH:26][CH:25]=2)[CH:6]=1)=[O:4]. The reactants are [CH3:1][O:2][C:3]([C:5]1[CH:6]=[C:7]([C:24]2[CH:29]=[CH:28][CH:27]=[CH:26][CH:25]=2)[C:8]([O:17]COCCOC)=[C:9]([C:11]2[CH:16]=[CH:15][CH:14]=[CH:13][CH:12]=2)[CH:10]=1)=[O:4].FC(F)(F)C(O)=O. The catalyst is C(Cl)Cl.CCOCC. (2) The reactants are C([O:3][C:4](=[O:42])[C:5]([CH3:41])([O:7][C:8]1[CH:13]=[CH:12][C:11]([CH2:14][N:15]([C:24]2[N:25]([CH3:39])[N:26]=[C:27]([C:29]3[CH:34]=[CH:33][C:32]([C:35]([F:38])([F:37])[F:36])=[CH:31][CH:30]=3)[CH:28]=2)[CH2:16][C:17]2[CH:22]=[CH:21][CH:20]=[CH:19][C:18]=2[F:23])=[CH:10][C:9]=1[CH3:40])[CH3:6])C.[OH-].[Na+]. The catalyst is CCO. The product is [CH3:41][C:5]([O:7][C:8]1[CH:13]=[CH:12][C:11]([CH2:14][N:15]([C:24]2[N:25]([CH3:39])[N:26]=[C:27]([C:29]3[CH:30]=[CH:31][C:32]([C:35]([F:38])([F:36])[F:37])=[CH:33][CH:34]=3)[CH:28]=2)[CH2:16][C:17]2[CH:22]=[CH:21][CH:20]=[CH:19][C:18]=2[F:23])=[CH:10][C:9]=1[CH3:40])([CH3:6])[C:4]([OH:42])=[O:3]. The yield is 0.500. (3) The reactants are Br[CH2:2][CH2:3][CH:4]=[C:5]([CH3:7])[CH3:6].[OH:8][NH:9][C:10](=[O:16])[O:11][C:12]([CH3:15])([CH3:14])[CH3:13].C1CCN2C(=NCCC2)CC1. The catalyst is CC#N. The product is [CH3:6][C:5]([CH3:7])=[CH:4][CH2:3][CH2:2][O:8][NH:9][C:10](=[O:16])[O:11][C:12]([CH3:15])([CH3:14])[CH3:13]. The yield is 0.700. (4) The reactants are [C:1]([C:4]1[C:9]([C:10]2[CH:15]=[CH:14][CH:13]=[CH:12][CH:11]=2)=[N:8][N:7]([CH2:16][CH3:17])[C:6](=[O:18])[C:5]=1[N+:19]([O-])=O)(=[O:3])[CH3:2].N[C:23]1[C:28]([CH3:29])=[CH:27][CH:26]=[CH:25][N:24]=1. The catalyst is C(O)C. The product is [C:1]([C:4]1[C:9]([C:10]2[CH:15]=[CH:14][CH:13]=[CH:12][CH:11]=2)=[N:8][N:7]([CH2:16][CH3:17])[C:6](=[O:18])[C:5]=1[NH:19][C:23]1[C:28]([CH3:29])=[CH:27][CH:26]=[CH:25][N:24]=1)(=[O:3])[CH3:2]. The yield is 0.270. (5) The reactants are [CH:1]1([C:6]2[C:7]([O:28][C:29]([O:31][CH3:32])=[O:30])=[CH:8][C:9]([N+:25]([O-])=O)=[C:10]([C:12]3[CH2:13][CH2:14][N:15]([C:18]([O:20][C:21]([CH3:24])([CH3:23])[CH3:22])=[O:19])[CH2:16][CH:17]=3)[CH:11]=2)[CH2:5][CH2:4][CH2:3][CH2:2]1. The catalyst is CO.[Pd]. The product is [NH2:25][C:9]1[CH:8]=[C:7]([O:28][C:29]([O:31][CH3:32])=[O:30])[C:6]([CH:1]2[CH2:2][CH2:3][CH2:4][CH2:5]2)=[CH:11][C:10]=1[CH:12]1[CH2:13][CH2:14][N:15]([C:18]([O:20][C:21]([CH3:24])([CH3:23])[CH3:22])=[O:19])[CH2:16][CH2:17]1. The yield is 0.820. (6) The reactants are [Br:1][C:2]1[CH:15]=[CH:14][C:5]([C:6]([C:8]2[CH:13]=[CH:12][CH:11]=[CH:10][CH:9]=2)=[O:7])=[CH:4][CH:3]=1.[CH3:16][C:17]([CH3:22])([CH2:20]O)[CH2:18][OH:19].CC1C=CC(S(O)(=O)=O)=CC=1.C(=O)([O-])[O-].[Na+].[Na+]. The catalyst is C(Cl)(Cl)Cl.O.C1(C)C=CC=CC=1. The product is [Br:1][C:2]1[CH:3]=[CH:4][C:5]([C:6]2([C:8]3[CH:13]=[CH:12][CH:11]=[CH:10][CH:9]=3)[O:19][CH2:18][C:17]([CH3:22])([CH3:20])[CH2:16][O:7]2)=[CH:14][CH:15]=1. The yield is 0.718. (7) The reactants are [CH2:1]([N:8]1[CH:13]([CH3:14])[CH2:12][O:11][C@@H:10]([CH2:15][OH:16])[C:9]1=O)[C:2]1[CH:7]=[CH:6][CH:5]=[CH:4][CH:3]=1.[H-].[H-].[H-].[H-].[Li+].[Al+3]. The catalyst is C1COCC1. The product is [CH2:1]([N:8]1[CH:13]([CH3:14])[CH2:12][O:11][C@H:10]([CH2:15][OH:16])[CH2:9]1)[C:2]1[CH:3]=[CH:4][CH:5]=[CH:6][CH:7]=1. The yield is 0.480.